This data is from Reaction yield outcomes from USPTO patents with 853,638 reactions. The task is: Predict the reaction yield, written as a fraction of the theoretical maximum amount of product (1.0 means a 100% yield; for example, 0.34 means a 34% yield). (1) The reactants are [CH3:1][C:2]1[C:10]2[C:6](=[CH:7][N:8]([CH2:11][O:12][CH2:13][CH2:14][Si:15]([CH3:18])([CH3:17])[CH3:16])[N:9]=2)[CH:5]=[C:4]([CH2:19][C@@H:20]([O:24][C:25]([N:27]2[CH2:32][CH2:31][CH:30]([C:33]3[C:34](=[O:43])[NH:35][C:36]4[C:41]([CH:42]=3)=[CH:40][CH:39]=[CH:38][CH:37]=4)[CH2:29][CH2:28]2)=[O:26])[C:21]([OH:23])=O)[CH:3]=1.[F:44][C:45]1[CH:54]=[CH:53][C:48]([C:49](=[N:51]O)[NH2:50])=[CH:47][CH:46]=1.Cl.CN(C)CCCN=C=NCC. The catalyst is COCCOCCOC. The product is [O:43]=[C:34]1[C:33]([CH:30]2[CH2:29][CH2:28][N:27]([C:25]([O:24][C@@H:20]([C:21]3[O:23][N:51]=[C:49]([C:48]4[CH:53]=[CH:54][C:45]([F:44])=[CH:46][CH:47]=4)[N:50]=3)[CH2:19][C:4]3[CH:3]=[C:2]([CH3:1])[C:10]4[C:6](=[CH:7][N:8]([CH2:11][O:12][CH2:13][CH2:14][Si:15]([CH3:16])([CH3:18])[CH3:17])[N:9]=4)[CH:5]=3)=[O:26])[CH2:32][CH2:31]2)=[CH:42][C:41]2[C:36](=[CH:37][CH:38]=[CH:39][CH:40]=2)[NH:35]1. The yield is 0.610. (2) The reactants are [C:1]1(C)C=CC=C[CH:2]=1.[CH2:8]([O:15][C:16]1[CH:17]=[C:18]([CH2:30][C:31]#[N:32])[CH:19]=[CH:20][C:21]=1[O:22][CH2:23][C:24]1[CH:29]=[CH:28][CH:27]=[CH:26][CH:25]=1)[C:9]1[CH:14]=[CH:13][CH:12]=[CH:11][CH:10]=1.BrCCCl. The catalyst is [N+](CCCC)(CCCC)(CCCC)CCCC.[Br-].[OH-].[Na+].O. The yield is 0.660. The product is [CH2:8]([O:15][C:16]1[CH:17]=[C:18]([C:30]2([C:31]#[N:32])[CH2:2][CH2:1]2)[CH:19]=[CH:20][C:21]=1[O:22][CH2:23][C:24]1[CH:29]=[CH:28][CH:27]=[CH:26][CH:25]=1)[C:9]1[CH:10]=[CH:11][CH:12]=[CH:13][CH:14]=1. (3) The reactants are [CH3:1][CH:2]1[CH2:7][NH:6][CH2:5][CH:4]([CH3:8])[NH:3]1.[CH2:9]([O:16][C:17](Cl)=[O:18])[C:10]1[CH:15]=[CH:14][CH:13]=[CH:12][CH:11]=1.C(N(C(C)C)CC)(C)C.[CH3:29][C:30]([O:33][C:34](O[C:34]([O:33][C:30]([CH3:32])([CH3:31])[CH3:29])=[O:35])=[O:35])([CH3:32])[CH3:31]. The catalyst is C(Cl)Cl. The product is [CH3:1][CH:2]1[CH2:7][N:6]([C:17]([O:16][CH2:9][C:10]2[CH:15]=[CH:14][CH:13]=[CH:12][CH:11]=2)=[O:18])[CH2:5][CH:4]([CH3:8])[N:3]1[C:34]([O:33][C:30]([CH3:32])([CH3:31])[CH3:29])=[O:35]. The yield is 0.720. (4) The reactants are [Cl:1][C:2]1[C:10]([C:11]#[N:12])=[CH:9][CH:8]=[C:7]2[C:3]=1[CH:4]=[C:5]([CH:17]([F:19])[F:18])[N:6]2[CH2:13][C:14]([OH:16])=O.CCN=C=NCCCN(C)C.Cl.[F:32][C:33]1[CH:42]=[C:41]([F:43])[CH:40]=[CH:39][C:34]=1[C:35]([NH:37][NH2:38])=O.S(Cl)(C1C=CC(C)=CC=1)(=O)=O. The catalyst is ClCCCl. The product is [Cl:1][C:2]1[C:10]([C:11]#[N:12])=[CH:9][CH:8]=[C:7]2[C:3]=1[CH:4]=[C:5]([CH:17]([F:19])[F:18])[N:6]2[CH2:13][C:14]1[O:16][C:35]([C:34]2[CH:39]=[CH:40][C:41]([F:43])=[CH:42][C:33]=2[F:32])=[N:37][N:38]=1. The yield is 0.380.